This data is from Forward reaction prediction with 1.9M reactions from USPTO patents (1976-2016). The task is: Predict the product of the given reaction. (1) Given the reactants Cl[C:2]([O:4][C:5]1[CH:10]=[CH:9][C:8]([O:11][C:12]2[CH:17]=[CH:16][C:15]([C:18]([F:21])([F:20])[F:19])=[CH:14][N:13]=2)=[CH:7][CH:6]=1)=[O:3].Cl.[NH:23]1[CH2:28][CH2:27][CH:26]([CH2:29][N:30]2[CH2:38][C:37]3[C:32](=[CH:33][CH:34]=[CH:35][CH:36]=3)[CH2:31]2)[CH2:25][CH2:24]1.C(NC(C)C)(C)C, predict the reaction product. The product is: [F:19][C:18]([F:21])([F:20])[C:15]1[CH:16]=[CH:17][C:12]([O:11][C:8]2[CH:9]=[CH:10][C:5]([O:4][C:2]([N:23]3[CH2:24][CH2:25][CH:26]([CH2:29][N:30]4[CH2:38][C:37]5[C:32](=[CH:33][CH:34]=[CH:35][CH:36]=5)[CH2:31]4)[CH2:27][CH2:28]3)=[O:3])=[CH:6][CH:7]=2)=[N:13][CH:14]=1. (2) Given the reactants [Cl:1][C:2]1[CH:27]=[CH:26][C:5]([O:6][CH2:7][C:8]([N:10]2[CH2:15][C@H:14]([CH3:16])[N:13]([CH2:17][C:18]3[CH:23]=[CH:22][C:21]([F:24])=[CH:20][CH:19]=3)[CH2:12][C@H:11]2[CH3:25])=[O:9])=[C:4]([CH2:28][OH:29])[CH:3]=1.C(N(CC)CC)C.[C:37]1([CH3:49])[C:38]([S:43]([N:46]=[C:47]=[O:48])(=[O:45])=[O:44])=[CH:39][CH:40]=[CH:41][CH:42]=1, predict the reaction product. The product is: [Cl:1][C:2]1[CH:27]=[CH:26][C:5]([O:6][CH2:7][C:8]([N:10]2[CH2:15][C@H:14]([CH3:16])[N:13]([CH2:17][C:18]3[CH:23]=[CH:22][C:21]([F:24])=[CH:20][CH:19]=3)[CH2:12][C@H:11]2[CH3:25])=[O:9])=[C:4]([CH:3]=1)[CH2:28][O:29][C:47](=[O:48])[NH:46][S:43]([C:38]1[CH:39]=[CH:40][CH:41]=[CH:42][C:37]=1[CH3:49])(=[O:44])=[O:45].